From a dataset of Reaction yield outcomes from USPTO patents with 853,638 reactions. Predict the reaction yield, written as a fraction of the theoretical maximum amount of product (1.0 means a 100% yield; for example, 0.34 means a 34% yield). The reactants are CCCCCC.[H-].[Na+].[CH2:9]([C:13]1[NH:14][CH:15]=[CH:16][N:17]=1)[CH2:10][CH2:11][CH3:12].[CH3:18][Si:19]([CH3:26])([CH3:25])[CH2:20][CH2:21]OCCl.CN(C)[CH:29]=[O:30]. No catalyst specified. The product is [CH2:9]([C:13]1[NH:14][CH:15]=[C:16]([CH2:29][O:30][CH:20]([Si:19]([CH3:18])([CH3:25])[CH3:26])[CH3:21])[N:17]=1)[CH2:10][CH2:11][CH3:12]. The yield is 0.960.